This data is from Forward reaction prediction with 1.9M reactions from USPTO patents (1976-2016). The task is: Predict the product of the given reaction. Given the reactants [OH-].[Na+].[C:3]([C:6]1[CH:11]=[CH:10][CH:9]=[CH:8][C:7]=1[NH:12][C:13](=O)[C:14]1[CH:19]=[CH:18][N:17]=[C:16]([Cl:20])[CH:15]=1)(=[O:5])[NH2:4].O.Cl, predict the reaction product. The product is: [Cl:20][C:16]1[CH:15]=[C:14]([C:13]2[NH:4][C:3](=[O:5])[C:6]3[C:7](=[CH:8][CH:9]=[CH:10][CH:11]=3)[N:12]=2)[CH:19]=[CH:18][N:17]=1.